The task is: Predict the reactants needed to synthesize the given product.. This data is from Retrosynthesis with 50K atom-mapped reactions and 10 reaction types from USPTO. (1) Given the product C#CCCCCOc1ccccc1CCC(=O)OC, predict the reactants needed to synthesize it. The reactants are: C#CCCCCO.COC(=O)CCc1ccccc1O. (2) Given the product O=Cc1ccc2c(c1)Sc1ccc(F)cc1C=C2, predict the reactants needed to synthesize it. The reactants are: OCc1ccc2c(c1)Sc1ccc(F)cc1C=C2. (3) Given the product CC(C)CCOc1ccc(C(CC(=O)OCc2ccccc2)C(=O)O)cc1, predict the reactants needed to synthesize it. The reactants are: CC(C)CCOc1ccc(C(CC(=O)OCc2ccccc2)C(=O)OC(C)(C)C)cc1. (4) The reactants are: COC(=O)[C@@H](N)Cc1ccccc1.O=C(O)C[C@H](NC(=O)c1ccccc1)C(=O)O. Given the product COC(=O)[C@H](Cc1ccccc1)NC(=O)[C@H](CC(=O)O)NC(=O)c1ccccc1, predict the reactants needed to synthesize it. (5) Given the product COc1cc2ncc3c(N)nc(-c4cncc(OC[C@@H](N)CN5CCC(=O)CC5)c4)cc3c2cc1OC, predict the reactants needed to synthesize it. The reactants are: CCOC1(OCC)CCN(C[C@H](N)COc2cncc(-c3cc4c(cnc5cc(OC)c(OC)cc54)c(N)n3)c2)CC1. (6) Given the product COc1ccc(CC=C(C)c2ccc3ccccc3c2)cc1, predict the reactants needed to synthesize it. The reactants are: CC(=O)c1ccc2ccccc2c1.COc1ccc(CC[P+](c2ccccc2)(c2ccccc2)c2ccccc2)cc1. (7) Given the product Cc1ccc(-c2cc(Br)ccc2OCc2ccccc2)n1-c1cc(C(=O)O)cc(C(F)(F)F)c1, predict the reactants needed to synthesize it. The reactants are: CCOC(=O)c1cc(-n2c(C)ccc2-c2cc(Br)ccc2OCc2ccccc2)cc(C(F)(F)F)c1. (8) Given the product O=C(O)c1cn2c3c(cc(I)cc3c1=O)OCC2, predict the reactants needed to synthesize it. The reactants are: CCOC(=O)c1cn2c3c(cc(I)cc3c1=O)OCC2.